Predict the product of the given reaction. From a dataset of Forward reaction prediction with 1.9M reactions from USPTO patents (1976-2016). (1) Given the reactants C(OC(=O)[NH:7][CH:8]([C:17]1[CH:22]=[CH:21][CH:20]=[CH:19][CH:18]=1)[C:9]([N:11]1[CH2:16][CH2:15][O:14][CH2:13][CH2:12]1)=[O:10])(C)(C)C.C(O)(C(F)(F)F)=O.C([O-])(O)=O.[Na+], predict the reaction product. The product is: [NH2:7][CH:8]([C:17]1[CH:22]=[CH:21][CH:20]=[CH:19][CH:18]=1)[C:9]([N:11]1[CH2:12][CH2:13][O:14][CH2:15][CH2:16]1)=[O:10]. (2) Given the reactants [Cl:1][C:2]1[C:10]([CH2:11][N:12]2[C:20]3[C:15](=[CH:16][CH:17]=[CH:18][CH:19]=3)[C:14]([C:21]3[N:26]=[C:25]([NH:27][C:28]4[CH:33]=[CH:32][N:31]=[CH:30][CH:29]=4)[C:24]([O:34][CH3:35])=[CH:23][N:22]=3)=[N:13]2)=[C:9]([Cl:36])[CH:8]=[CH:7][C:3]=1[C:4]([OH:6])=O.F[P-](F)(F)(F)(F)F.[CH3:44][N:45](C(ON1C2=NC=CC=C2N=N1)=[N+](C)C)C.C(N(C(C)C)C(C)C)C.CN, predict the reaction product. The product is: [Cl:1][C:2]1[C:10]([CH2:11][N:12]2[C:20]3[C:15](=[CH:16][CH:17]=[CH:18][CH:19]=3)[C:14]([C:21]3[N:26]=[C:25]([NH:27][C:28]4[CH:33]=[CH:32][N:31]=[CH:30][CH:29]=4)[C:24]([O:34][CH3:35])=[CH:23][N:22]=3)=[N:13]2)=[C:9]([Cl:36])[CH:8]=[CH:7][C:3]=1[C:4]([NH:45][CH3:44])=[O:6]. (3) Given the reactants [Cl:1][C:2]1[CH:7]=[C:6]([C:8](=[O:13])[NH:9][CH:10]([CH3:12])[CH3:11])[CH:5]=[CH:4][C:3]=1[C:14]1[CH:19]=[CH:18][C:17]([CH2:20][C@H:21]([NH:35][C:36]([C@H:38]2[CH2:43][CH2:42][C@H:41]([CH2:44][NH:45]C(=O)OC(C)(C)C)[CH2:40][CH2:39]2)=[O:37])[C:22]([NH:24][C:25]2[CH:33]=[C:32]3[C:28]([CH:29]=[N:30][NH:31]3)=[C:27]([F:34])[CH:26]=2)=[O:23])=[CH:16][CH:15]=1.Cl, predict the reaction product. The product is: [ClH:1].[NH2:45][CH2:44][C@H:41]1[CH2:40][CH2:39][C@H:38]([C:36]([NH:35][C@H:21]([C:22]([NH:24][C:25]2[CH:33]=[C:32]3[C:28]([CH:29]=[N:30][NH:31]3)=[C:27]([F:34])[CH:26]=2)=[O:23])[CH2:20][C:17]2[CH:16]=[CH:15][C:14]([C:3]3[CH:4]=[CH:5][C:6]([C:8]([NH:9][CH:10]([CH3:12])[CH3:11])=[O:13])=[CH:7][C:2]=3[Cl:1])=[CH:19][CH:18]=2)=[O:37])[CH2:43][CH2:42]1. (4) Given the reactants [NH2:1][CH2:2][CH2:3][CH2:4][CH2:5][C:6]([N:8]1[CH2:17][CH2:16][C:15]2[C:10](=[C:11]([N:20]3[CH2:25][CH2:24][N:23]([CH3:26])[CH2:22][CH2:21]3)[CH:12]=[CH:13][C:14]=2[O:18][CH3:19])[CH2:9]1)=[O:7].Cl.[N:28]1[C:37]2[CH:36]=[CH:35][CH:34]=[C:33]([C:38](Cl)=[O:39])[C:32]=2[CH:31]=[CH:30][CH:29]=1, predict the reaction product. The product is: [CH3:19][O:18][C:14]1[CH:13]=[CH:12][C:11]([N:20]2[CH2:25][CH2:24][N:23]([CH3:26])[CH2:22][CH2:21]2)=[C:10]2[C:15]=1[CH2:16][CH2:17][N:8]([C:6](=[O:7])[CH2:5][CH2:4][CH2:3][CH2:2][NH:1][C:38]([C:33]1[C:32]3[CH:31]=[CH:30][CH:29]=[N:28][C:37]=3[CH:36]=[CH:35][CH:34]=1)=[O:39])[CH2:9]2. (5) Given the reactants [Cl:1][C:2]1[CH:18]=[CH:17][C:16]([C:19]([F:22])([F:21])[F:20])=[CH:15][C:3]=1[C:4]([NH:6][C@H:7]1[CH2:12][CH2:11][C@H:10]([CH2:13][OH:14])[CH2:9][CH2:8]1)=[O:5].C(N(CC)CC)C, predict the reaction product. The product is: [Cl:1][C:2]1[CH:18]=[CH:17][C:16]([C:19]([F:20])([F:21])[F:22])=[CH:15][C:3]=1[C:4]([NH:6][C@H:7]1[CH2:12][CH2:11][C@H:10]([CH:13]=[O:14])[CH2:9][CH2:8]1)=[O:5]. (6) Given the reactants Cl[CH2:2][CH2:3][CH2:4][O:5][C:6]1[CH:11]=[CH:10][C:9]([C:12]2[O:13][CH:14]=[C:15]([C:17]([N:19]3[CH2:24][CH2:23][O:22][CH2:21][CH2:20]3)=[O:18])[N:16]=2)=[CH:8][CH:7]=1.[CH3:25][CH:26]1[CH2:30][CH2:29][CH2:28][NH:27]1.C(=O)([O-])[O-].[K+].[K+].[I-].[Na+], predict the reaction product. The product is: [CH3:25][CH:26]1[CH2:30][CH2:29][CH2:28][N:27]1[CH2:2][CH2:3][CH2:4][O:5][C:6]1[CH:11]=[CH:10][C:9]([C:12]2[O:13][CH:14]=[C:15]([C:17]([N:19]3[CH2:24][CH2:23][O:22][CH2:21][CH2:20]3)=[O:18])[N:16]=2)=[CH:8][CH:7]=1. (7) Given the reactants [Br:1][C:2]1[CH:3]=[C:4]([C:12]([CH3:15])([CH3:14])[CH3:13])[C:5]([O:10][CH3:11])=[C:6]([CH:9]=1)[CH:7]=O.[BH4-].[Na+].C(Br)(Br)(Br)[Br:19].C1C=CC(P(C2C=CC=CC=2)C2C=CC=CC=2)=CC=1, predict the reaction product. The product is: [Br:1][C:2]1[CH:3]=[C:4]([C:12]([CH3:15])([CH3:14])[CH3:13])[C:5]([O:10][CH3:11])=[C:6]([CH2:7][Br:19])[CH:9]=1.